This data is from Full USPTO retrosynthesis dataset with 1.9M reactions from patents (1976-2016). The task is: Predict the reactants needed to synthesize the given product. (1) Given the product [NH2:3][C:4]1[CH:11]=[CH:10][C:7]([C:8]#[N:9])=[CH:6][C:5]=1[I:1], predict the reactants needed to synthesize it. The reactants are: [I:1]I.[NH2:3][C:4]1[CH:11]=[CH:10][C:7]([C:8]#[N:9])=[CH:6][CH:5]=1. (2) Given the product [C:12](=[O:13])([O:14][C:15]1[CH:16]=[CH:17][C:18]([N+:21]([O-:23])=[O:22])=[CH:19][CH:20]=1)[S:3][CH2:1][CH3:2], predict the reactants needed to synthesize it. The reactants are: [CH2:1]([SH:3])[CH3:2].C(N(CC)CC)C.Cl[C:12]([O:14][C:15]1[CH:20]=[CH:19][C:18]([N+:21]([O-:23])=[O:22])=[CH:17][CH:16]=1)=[O:13].O. (3) Given the product [Br:1][C:2]1[CH:7]=[C:6]([F:8])[C:5]([F:9])=[CH:4][C:3]=1[C:10]1[N:14]([C:15]([CH3:18])([CH3:16])[CH3:17])[N:13]=[CH:12][C:11]=1[C@@H:19]([CH:21]1[CH2:23][CH2:22]1)[NH:20][S:39]([C:36]1[CH:35]=[CH:34][C:33]([C:32]([F:31])([F:43])[F:44])=[CH:38][CH:37]=1)(=[O:41])=[O:40], predict the reactants needed to synthesize it. The reactants are: [Br:1][C:2]1[CH:7]=[C:6]([F:8])[C:5]([F:9])=[CH:4][C:3]=1[C:10]1[N:14]([C:15]([CH3:18])([CH3:17])[CH3:16])[N:13]=[CH:12][C:11]=1[C@@H:19]([CH:21]1[CH2:23][CH2:22]1)[NH2:20].C(N(CC)CC)C.[F:31][C:32]([F:44])([F:43])[C:33]1[CH:38]=[CH:37][C:36]([S:39](Cl)(=[O:41])=[O:40])=[CH:35][CH:34]=1.S(Cl)(Cl)(=O)=O. (4) Given the product [C:36]([OH:43])(=[O:42])/[CH:37]=[CH:38]/[C:39]([OH:41])=[O:40].[C:36]([OH:43])(=[O:42])/[CH:37]=[CH:38]/[C:39]([OH:41])=[O:40].[CH:27]1([NH:33][CH2:6][CH2:7][N:8]2[CH2:12][CH2:11][N:10]([CH2:13][CH2:14][CH2:15][N:16]3[CH2:21][CH2:20][CH2:19][CH2:18][CH2:17]3)[C:9]2=[C:22]([C:25]#[N:26])[C:23]#[N:24])[CH2:32][CH2:31][CH2:30][CH2:29][CH2:28]1, predict the reactants needed to synthesize it. The reactants are: CS(O[CH2:6][CH2:7][N:8]1[CH2:12][CH2:11][N:10]([CH2:13][CH2:14][CH2:15][N:16]2[CH2:21][CH2:20][CH2:19][CH2:18][CH2:17]2)[C:9]1=[C:22]([C:25]#[N:26])[C:23]#[N:24])(=O)=O.[CH:27]1([NH2:33])[CH2:32][CH2:31][CH2:30][CH2:29][CH2:28]1.[I-].[K+].[C:36]([OH:43])(=[O:42])/[CH:37]=[CH:38]/[C:39]([OH:41])=[O:40].CO. (5) Given the product [OH:9][CH2:8][C@@H:3]1[CH2:4][CH2:5][CH2:6][CH2:7][N:2]1[C:8]([C:3]1[C:15]([CH3:16])=[N:12][CH:13]=[CH:14][CH:4]=1)=[O:9], predict the reactants needed to synthesize it. The reactants are: Cl.[NH:2]1[CH2:7][CH2:6][CH2:5][CH2:4][C@H:3]1[CH2:8][OH:9].C([N:12]([CH2:15][CH3:16])[CH2:13][CH3:14])C. (6) The reactants are: [H-].[Na+].[NH:3]1[CH2:8][CH2:7][O:6][CH2:5][CH2:4]1.Br[CH2:10][C:11]1[NH:16][C:15]2=[N:17][N:18]([C:20]([O:22][C:23]([CH3:26])([CH3:25])[CH3:24])=[O:21])[CH:19]=[C:14]2[CH:13]([C:27]2[CH:32]=[CH:31][CH:30]=[CH:29][C:28]=2[Cl:33])[C:12]=1[C:34]#[N:35].O. Given the product [C:23]([O:22][C:20]([N:18]1[CH:19]=[C:14]2[C:15]([NH:16][C:11]([CH2:10][N:3]3[CH2:8][CH2:7][O:6][CH2:5][CH2:4]3)=[C:12]([C:34]#[N:35])[CH:13]2[C:27]2[CH:32]=[CH:31][CH:30]=[CH:29][C:28]=2[Cl:33])=[N:17]1)=[O:21])([CH3:26])([CH3:24])[CH3:25], predict the reactants needed to synthesize it. (7) Given the product [CH3:20][O:9][C:8]1([C:10]2[CH:17]=[CH:16][C:13]([C:14]#[N:15])=[C:12]([F:18])[CH:11]=2)[CH2:7][CH2:6][CH:2]([O:3][CH3:4])[O:1]1, predict the reactants needed to synthesize it. The reactants are: [O:1]1C[CH2:4][O:3][CH:2]1[CH2:6][CH2:7][C:8]([C:10]1[CH:17]=[CH:16][C:13]([C:14]#[N:15])=[C:12]([F:18])[CH:11]=1)=[O:9].Cl.[CH3:20]O.